From a dataset of Reaction yield outcomes from USPTO patents with 853,638 reactions. Predict the reaction yield, written as a fraction of the theoretical maximum amount of product (1.0 means a 100% yield; for example, 0.34 means a 34% yield). (1) The reactants are I[C:2]1[C:6]([CH:7]=[O:8])=[CH:5][N:4]([CH:9]2[CH2:14][CH2:13][CH2:12][CH2:11][O:10]2)[N:3]=1.[N+:15]([C:18]1[CH:23]=[CH:22][C:21](B(O)O)=[CH:20][CH:19]=1)([O-:17])=[O:16].C([O-])(O)=O.[Na+].O. The catalyst is O1CCOCC1.CCOC(C)=O.[Pd].C1(P(C2C=CC=CC=2)C2C=CC=CC=2)C=CC=CC=1.C1(P(C2C=CC=CC=2)C2C=CC=CC=2)C=CC=CC=1.C1(P(C2C=CC=CC=2)C2C=CC=CC=2)C=CC=CC=1.C1(P(C2C=CC=CC=2)C2C=CC=CC=2)C=CC=CC=1. The product is [N+:15]([C:18]1[CH:23]=[CH:22][C:21]([C:2]2[C:6]([CH:7]=[O:8])=[CH:5][N:4]([CH:9]3[CH2:14][CH2:13][CH2:12][CH2:11][O:10]3)[N:3]=2)=[CH:20][CH:19]=1)([O-:17])=[O:16]. The yield is 0.560. (2) The reactants are [CH2:1]([O:8][C:9]1[CH:10]=[C:11]([O:29][C:30]2[CH:35]=[CH:34][C:33]([S:36]([CH3:39])(=[O:38])=[O:37])=[CH:32][CH:31]=2)[CH:12]=[C:13]2[C:17]=1[NH:16][C:15]([C:18]([NH:20][NH:21][C:22](=O)[C:23]([O:25][CH2:26][CH3:27])=[O:24])=O)=[CH:14]2)[C:2]1[CH:7]=[CH:6][CH:5]=[CH:4][CH:3]=1.COC1C=CC(P2(SP(C3C=CC(OC)=CC=3)(=S)S2)=[S:49])=CC=1. The catalyst is O1CCCC1. The product is [CH2:1]([O:8][C:9]1[CH:10]=[C:11]([O:29][C:30]2[CH:35]=[CH:34][C:33]([S:36]([CH3:39])(=[O:37])=[O:38])=[CH:32][CH:31]=2)[CH:12]=[C:13]2[C:17]=1[NH:16][C:15]([C:18]1[S:49][C:22]([C:23]([O:25][CH2:26][CH3:27])=[O:24])=[N:21][N:20]=1)=[CH:14]2)[C:2]1[CH:3]=[CH:4][CH:5]=[CH:6][CH:7]=1. The yield is 0.740. (3) The reactants are [NH2:1][C:2]1[CH:3]=[C:4]([OH:12])[C:5](=[CH:10][CH:11]=1)[C:6]([O:8][CH3:9])=[O:7].[C:13]1([C:23]2[CH:28]=[CH:27][CH:26]=[CH:25][CH:24]=2)[CH:18]=[CH:17][C:16]([S:19](Cl)(=[O:21])=[O:20])=[CH:15][CH:14]=1. No catalyst specified. The product is [C:13]1([C:23]2[CH:28]=[CH:27][CH:26]=[CH:25][CH:24]=2)[CH:18]=[CH:17][C:16]([S:19]([NH:1][C:2]2[CH:11]=[CH:10][C:5]([C:6]([O:8][CH3:9])=[O:7])=[C:4]([OH:12])[CH:3]=2)(=[O:21])=[O:20])=[CH:15][CH:14]=1. The yield is 0.560. (4) The reactants are [CH3:1][O:2][C:3](=[O:13])[CH2:4][C:5]1[CH:10]=[CH:9][C:8]([S:11][CH3:12])=[CH:7][CH:6]=1.[Br:14]Br. The catalyst is C(Cl)(Cl)(Cl)Cl. The product is [CH3:1][O:2][C:3](=[O:13])[CH2:4][C:5]1[CH:10]=[CH:9][C:8]([S:11][CH3:12])=[C:7]([Br:14])[CH:6]=1. The yield is 0.850. (5) The reactants are [Cl:1][C:2]1[CH:3]=[CH:4][C:5]([F:27])=[C:6]([C:8]2[N:9]=[C:10]([NH:17][C:18]3[C:23]([C:24]([OH:26])=O)=[CH:22][N:21]=[CH:20][CH:19]=3)[C:11]3[CH2:16][O:15][CH2:14][C:12]=3[N:13]=2)[CH:7]=1.C[N:29](C=O)C. No catalyst specified. The product is [Cl:1][C:2]1[CH:3]=[CH:4][C:5]([F:27])=[C:6]([C:8]2[N:9]=[C:10]([NH:17][C:18]3[C:23]([C:24]([NH2:29])=[O:26])=[CH:22][N:21]=[CH:20][CH:19]=3)[C:11]3[CH2:16][O:15][CH2:14][C:12]=3[N:13]=2)[CH:7]=1. The yield is 0.500. (6) The reactants are Cl[C:2]1[CH:3]=[CH:4][N:5]=[C:6]2[C:11]=1[N:10]=[C:9]([O:12][CH3:13])[CH:8]=[CH:7]2.[CH2:14]([NH2:17])[CH2:15][NH2:16]. The catalyst is C(Cl)Cl. The product is [CH3:13][O:12][C:9]1[N:10]=[C:11]2[C:6](=[CH:7][CH:8]=1)[N:5]=[CH:4][CH:3]=[C:2]2[NH:16][CH2:15][CH2:14][NH2:17]. The yield is 0.510. (7) The reactants are [Cl-].O[NH3+:3].[C:4](=[O:7])([O-])[OH:5].[Na+].CS(C)=O.[F:13][C:14]1[C:22]2[O:21][C:20]([CH3:24])([CH3:23])[CH2:19][C:18]=2[CH:17]=[C:16]([N:25]2[C:30](=[O:31])[C:29]([CH2:32][C:33]3[CH:38]=[CH:37][C:36]([C:39]4[C:40]([C:45]#[N:46])=[CH:41][CH:42]=[CH:43][CH:44]=4)=[CH:35][CH:34]=3)=[C:28]([CH2:47][CH2:48][CH3:49])[N:27]=[C:26]2[CH3:50])[CH:15]=1. The catalyst is O.C(OCC)(=O)C. The product is [F:13][C:14]1[C:22]2[O:21][C:20]([CH3:23])([CH3:24])[CH2:19][C:18]=2[CH:17]=[C:16]([N:25]2[C:30](=[O:31])[C:29]([CH2:32][C:33]3[CH:38]=[CH:37][C:36]([C:39]4[CH:44]=[CH:43][CH:42]=[CH:41][C:40]=4[C:45]4[NH:3][C:4](=[O:7])[O:5][N:46]=4)=[CH:35][CH:34]=3)=[C:28]([CH2:47][CH2:48][CH3:49])[N:27]=[C:26]2[CH3:50])[CH:15]=1. The yield is 0.710.